The task is: Predict which catalyst facilitates the given reaction.. This data is from Catalyst prediction with 721,799 reactions and 888 catalyst types from USPTO. (1) Reactant: [CH2:1]1[C@@H:6]([C:7]#[N:8])[N:5]([C:9]([C@@H:11]([NH2:23])[C:12]23[CH2:21][C:19]4([OH:22])[CH2:20][CH:14]([CH2:15][CH:16]([CH2:18]4)[CH2:17]2)[CH2:13]3)=[O:10])[C@@H:4]2[C@H:2]1[CH2:3]2.O.[ClH:25]. Product: [CH2:1]1[C@@H:6]([C:7]#[N:8])[N:5]([C:9]([C@@H:11]([NH2:23])[C:12]23[CH2:21][C:19]4([OH:22])[CH2:20][CH:14]([CH2:15][CH:16]([CH2:18]4)[CH2:17]2)[CH2:13]3)=[O:10])[C@@H:4]2[C@H:2]1[CH2:3]2.[ClH:25]. The catalyst class is: 51. (2) Product: [OH:1][C:2]1[CH:3]=[C:4]([C@@H:9]([CH3:13])[C:10]([OH:12])=[O:11])[CH:5]=[C:6]2[C:7]=1[C@@H:18]1[CH2:19][C:14]([CH3:24])=[CH:15][CH2:16][C@H:17]1[C:20]([CH3:22])([CH3:21])[O:8]2. Reactant: [OH:1][C:2]1[CH:3]=[C:4]([C@@H:9]([CH3:13])[C:10]([OH:12])=[O:11])[CH:5]=[C:6]([OH:8])[CH:7]=1.[C:14]1([CH3:24])[CH2:19][CH2:18][C:17]([CH:20]([CH3:22])[CH3:21])=[C:16](O)[CH:15]=1.CCCCCC. The catalyst class is: 22. (3) Reactant: [NH2:1][C:2]1[S:3][C:4]([Br:7])=[CH:5][N:6]=1.C(N(CC)CC)C.[Cl:15][C:16]1[CH:17]=[CH:18][C:19]([O:25][CH3:26])=[C:20]([CH:24]=1)[C:21](Cl)=[O:22]. The catalyst class is: 112. Product: [Br:7][C:4]1[S:3][C:2]([NH:1][C:21](=[O:22])[C:20]2[CH:24]=[C:16]([Cl:15])[CH:17]=[CH:18][C:19]=2[O:25][CH3:26])=[N:6][CH:5]=1. (4) Reactant: [CH3:1][C:2]1[CH:3]=[C:4]([CH:24]=[C:25]([CH3:36])[C:26]=1[N:27]1[CH:31]=[C:30]([C:32]([F:35])([F:34])[F:33])[CH:29]=[N:28]1)[O:5][CH:6]([CH:18]1[CH2:21][C:20]([CH3:23])([CH3:22])[CH2:19]1)[C:7]1[CH:17]=[CH:16][C:10]([C:11]([O:13]CC)=[O:12])=[CH:9][CH:8]=1.O1CCCC1.CO.[OH-].[Na+]. Product: [CH3:36][C:25]1[CH:24]=[C:4]([CH:3]=[C:2]([CH3:1])[C:26]=1[N:27]1[CH:31]=[C:30]([C:32]([F:34])([F:33])[F:35])[CH:29]=[N:28]1)[O:5][CH:6]([CH:18]1[CH2:21][C:20]([CH3:23])([CH3:22])[CH2:19]1)[C:7]1[CH:17]=[CH:16][C:10]([C:11]([OH:13])=[O:12])=[CH:9][CH:8]=1. The catalyst class is: 6. (5) Product: [Cl:1][C:2]1[CH:7]=[CH:6][C:5]([NH:8][C:9]2[N:17]=[CH:16][CH:15]=[CH:14][C:10]=2[C:11]([NH:25][C:21]([CH3:22])([C:23]#[CH:24])[CH3:20])=[O:13])=[CH:4][C:3]=1[O:18][CH3:19]. The catalyst class is: 2. Reactant: [Cl:1][C:2]1[CH:7]=[CH:6][C:5]([NH:8][C:9]2[N:17]=[CH:16][CH:15]=[CH:14][C:10]=2[C:11]([OH:13])=O)=[CH:4][C:3]=1[O:18][CH3:19].[CH3:20][C:21]([NH2:25])([C:23]#[CH:24])[CH3:22].C1C=CC2N(O)N=NC=2C=1.CCN=C=NCCCN(C)C.CCN(C(C)C)C(C)C.